From a dataset of Forward reaction prediction with 1.9M reactions from USPTO patents (1976-2016). Predict the product of the given reaction. (1) The product is: [F:19][C:16]([F:17])([F:18])[C:13]1[N:11]2[N:12]=[C:7]([N:1]3[CH2:2][CH2:3][N:4]([CH2:20][C:22]4[CH:23]=[C:24]([CH:27]=[CH:28][CH:29]=4)[C:25]#[N:26])[CH2:5][CH2:6]3)[CH:8]=[CH:9][C:10]2=[N:15][N:14]=1. Given the reactants [N:1]1([C:7]2[CH:8]=[CH:9][C:10]3[N:11]([C:13]([C:16]([F:19])([F:18])[F:17])=[N:14][N:15]=3)[N:12]=2)[CH2:6][CH2:5][NH:4][CH2:3][CH2:2]1.[CH:20]([C:22]1[CH:23]=[C:24]([CH:27]=[CH:28][CH:29]=1)[C:25]#[N:26])=O, predict the reaction product. (2) Given the reactants [H-].[Na+].[CH3:3][O:4][C:5]1[C:9]([C:10]([O:12][CH2:13][CH3:14])=[O:11])=[CH:8][NH:7][N:6]=1.Cl[C:16]1[N:21]=[CH:20][CH:19]=[CH:18][N:17]=1, predict the reaction product. The product is: [CH3:3][O:4][C:5]1[C:9]([C:10]([O:12][CH2:13][CH3:14])=[O:11])=[CH:8][N:7]([C:16]2[N:21]=[CH:20][CH:19]=[CH:18][N:17]=2)[N:6]=1. (3) Given the reactants [N:1]1[C:9]2[C:4](=NC=C[CH:8]=2)N(O)N=1.[C:11]([O:15][C:16]([NH:18][CH2:19][C:20]([OH:22])=O)=[O:17])([CH3:14])([CH3:13])[CH3:12].C1(N)CC1.Cl.C(N=C=NCCCN(C)C)C, predict the reaction product. The product is: [CH:9]1([NH:1][C:20](=[O:22])[CH2:19][NH:18][C:16](=[O:17])[O:15][C:11]([CH3:12])([CH3:13])[CH3:14])[CH2:4][CH2:8]1.